Dataset: Full USPTO retrosynthesis dataset with 1.9M reactions from patents (1976-2016). Task: Predict the reactants needed to synthesize the given product. (1) Given the product [CH3:20][NH:19][C@@H:12]1[C:13]2[CH:14]=[CH:15][CH:16]=[CH:17][C:18]=2[C@H:9]([C:4]2[CH:5]=[CH:6][C:7]([Cl:8])=[C:2]([Cl:1])[CH:3]=2)[CH2:10][CH2:11]1, predict the reactants needed to synthesize it. The reactants are: [Cl:1][C:2]1[CH:3]=[C:4]([CH:9]2[C:18]3[C:13](=[CH:14][CH:15]=[CH:16][CH:17]=3)[C:12](=[N:19][CH3:20])[CH2:11][CH2:10]2)[CH:5]=[CH:6][C:7]=1[Cl:8].O1CCCC1.[H][H]. (2) Given the product [C:17]([O:21][C:22]([N:24]1[CH2:29][CH2:28][CH:27]([O:30][C:4]2[C:13]3[C:8](=[CH:9][CH:10]=[CH:11][CH:12]=3)[C:7]([N+:14]([O-:16])=[O:15])=[CH:6][N:5]=2)[CH2:26][CH2:25]1)=[O:23])([CH3:20])([CH3:18])[CH3:19], predict the reactants needed to synthesize it. The reactants are: [H-].[Na+].Cl[C:4]1[C:13]2[C:8](=[CH:9][CH:10]=[CH:11][CH:12]=2)[C:7]([N+:14]([O-:16])=[O:15])=[CH:6][N:5]=1.[C:17]([O:21][C:22]([N:24]1[CH2:29][CH2:28][CH:27]([OH:30])[CH2:26][CH2:25]1)=[O:23])([CH3:20])([CH3:19])[CH3:18].Cl. (3) Given the product [Cl:1][C:2]1[C:3]([N:12]([CH2:27][C:28]2[C:33]([F:34])=[CH:32][CH:31]=[CH:30][C:29]=2[F:35])[S:13]([C:16]2[CH:25]=[CH:24][C:19]([C:20]([O:22][CH3:23])=[O:21])=[CH:18][CH:17]=2)(=[O:15])=[O:14])=[N:4][CH:5]=[C:6]([C:8]([F:11])([F:9])[F:10])[CH:7]=1, predict the reactants needed to synthesize it. The reactants are: [Cl:1][C:2]1[C:3]([NH:12][S:13]([C:16]2[CH:25]=[CH:24][C:19]([C:20]([O:22][CH3:23])=[O:21])=[CH:18][CH:17]=2)(=[O:15])=[O:14])=[N:4][CH:5]=[C:6]([C:8]([F:11])([F:10])[F:9])[CH:7]=1.Br[CH2:27][C:28]1[C:33]([F:34])=[CH:32][CH:31]=[CH:30][C:29]=1[F:35]. (4) The reactants are: C[OH:2].Cl.Cl.Cl.[CH2:6]([NH:13][C:14]([NH:16][C:17]([NH:19][CH2:20][CH2:21][CH2:22][CH2:23][CH2:24][CH2:25][CH2:26][CH2:27][CH3:28])=[NH:18])=[NH:15])[C:7]1[CH:12]=[CH:11][CH:10]=[CH:9][CH:8]=1.[CH3:29][C:30]([CH3:32])=[O:31]. Given the product [C:30]([OH:2])(=[O:31])[CH3:32].[CH3:29][C:30]1([CH3:32])[N:15]=[C:14]([NH:13][CH2:6][C:7]2[CH:8]=[CH:9][CH:10]=[CH:11][CH:12]=2)[NH:16][C:17]([NH:19][CH2:20][CH2:21][CH2:22][CH2:23][CH2:24][CH2:25][CH2:26][CH2:27][CH3:28])=[N:18]1, predict the reactants needed to synthesize it. (5) Given the product [Br:1][C:2]1[CH:3]=[CH:4][C:5]([O:15][CH2:16][C:17]2[CH:22]=[CH:21][C:20]([F:23])=[CH:19][CH:18]=2)=[C:6]([C:8]2[N:24]([C:25]3[CH:33]=[C:29]([C:28]([CH3:34])=[CH:27][CH:26]=3)[C:30]([OH:32])=[O:31])[C:11]([CH3:12])=[CH:10][CH:9]=2)[CH:7]=1, predict the reactants needed to synthesize it. The reactants are: [Br:1][C:2]1[CH:3]=[CH:4][C:5]([O:15][CH2:16][C:17]2[CH:22]=[CH:21][C:20]([F:23])=[CH:19][CH:18]=2)=[C:6]([C:8](=O)[CH2:9][CH2:10][C:11](=O)[CH3:12])[CH:7]=1.[NH2:24][C:25]1[CH:26]=[CH:27][C:28]([CH3:34])=[C:29]([CH:33]=1)[C:30]([OH:32])=[O:31].CC1C=CC(S(O)(=O)=O)=CC=1. (6) The reactants are: [Na].[C:2]([O:10][CH2:11][CH3:12])(=[O:9])[CH2:3][C:4]([O:6][CH2:7][CH3:8])=[O:5].[CH:13]1(Br)[CH2:17][CH2:16][CH2:15][CH2:14]1. Given the product [CH:13]1([CH:3]([C:4]([O:6][CH2:7][CH3:8])=[O:5])[C:2]([O:10][CH2:11][CH3:12])=[O:9])[CH2:17][CH2:16][CH2:15][CH2:14]1, predict the reactants needed to synthesize it. (7) Given the product [C:32]([C:29]1[N:30]=[CH:31][C:26]([NH:25][C:22]2[N:23]=[CH:24][C:19]([N:16]3[CH:17]=[CH:18][C:14]([C:12]([NH:11][CH2:10][CH2:9][OH:8])=[O:13])=[CH:15]3)=[C:20]([NH:34][CH2:35][CH:36]3[CH2:41][CH2:40][CH2:39][NH:38][CH2:37]3)[CH:21]=2)=[N:27][CH:28]=1)#[N:33], predict the reactants needed to synthesize it. The reactants are: [Si]([O:8][CH2:9][CH2:10][NH:11][C:12]([C:14]1[CH:18]=[CH:17][N:16]([C:19]2[C:20]([NH:34][CH2:35][CH:36]3[CH2:41][CH2:40][CH2:39][N:38](C(OC(C)(C)C)=O)[CH2:37]3)=[CH:21][C:22]([NH:25][C:26]3[CH:31]=[N:30][C:29]([C:32]#[N:33])=[CH:28][N:27]=3)=[N:23][CH:24]=2)[CH:15]=1)=[O:13])(C(C)(C)C)(C)C.[F-].C([N+](CCCC)(CCCC)CCCC)CCC. (8) Given the product [I:25][C:26]1[C:34]2[C:29](=[N:30][CH:31]=[N:32][C:33]=2[NH2:35])[N:28]([CH:22]([C:14]2[CH:15]=[C:16]3[N:21]([C:13]=2[C:11]2[S:12][C:8]([CH2:7][N:1]4[CH2:2][CH2:3][O:4][CH2:5][CH2:6]4)=[CH:9][CH:10]=2)[CH:20]=[CH:19][CH:18]=[CH:17]3)[CH3:23])[N:27]=1, predict the reactants needed to synthesize it. The reactants are: [N:1]1([CH2:7][C:8]2[S:12][C:11]([C:13]3[N:21]4[C:16]([CH:17]=[CH:18][CH:19]=[CH:20]4)=[CH:15][C:14]=3[CH:22](O)[CH3:23])=[CH:10][CH:9]=2)[CH2:6][CH2:5][O:4][CH2:3][CH2:2]1.[I:25][C:26]1[C:34]2[C:29](=[N:30][CH:31]=[N:32][C:33]=2[NH2:35])[NH:28][N:27]=1.C1C=CC(P(C2C=CC=CC=2)C2C=CC=CC=2)=CC=1.CC(OC(/N=N/C(OC(C)C)=O)=O)C. (9) Given the product [S:7]([O:12][CH:13]1[CH2:14][CH2:15][CH:16]([C:19]([O:21][CH2:22][CH3:23])=[O:20])[CH2:17][CH2:18]1)([C:4]1[CH:5]=[CH:6][C:1]([CH3:11])=[CH:2][CH:3]=1)(=[O:9])=[O:8], predict the reactants needed to synthesize it. The reactants are: [C:1]1([CH3:11])[CH:6]=[CH:5][C:4]([S:7](Cl)(=[O:9])=[O:8])=[CH:3][CH:2]=1.[OH:12][CH:13]1[CH2:18][CH2:17][CH:16]([C:19]([O:21][CH2:22][CH3:23])=[O:20])[CH2:15][CH2:14]1. (10) Given the product [O:30]1[C:31]2[CH:32]=[CH:33][C:25]([CH2:24][NH:34][C:21]([C:14]3[S:13][CH:17]=[C:16]([C:1]([NH:8][CH2:12][C:11]4[CH:25]=[CH:26][C:27]5[O:28][CH2:29][O:30][C:31]=5[CH:32]=4)=[O:2])[CH:15]=3)=[O:23])=[CH:26][C:27]=2[O:28][CH2:29]1, predict the reactants needed to synthesize it. The reactants are: [C:1]([N:8]1[CH:12]=[CH:11]N=C1)(N1C=CN=C1)=[O:2].[S:13]1[CH:17]=[C:16](C(O)=O)[CH:15]=[C:14]1[C:21]([OH:23])=O.[CH2:24]([NH2:34])[C:25]1[CH:33]=[CH:32][C:31]2[O:30][CH2:29][O:28][C:27]=2[CH:26]=1.